From a dataset of Catalyst prediction with 721,799 reactions and 888 catalyst types from USPTO. Predict which catalyst facilitates the given reaction. (1) The catalyst class is: 101. Reactant: Cl[C:2]1[N:7]=[CH:6][N:5]=[C:4]([NH:8][CH2:9][C:10]2[CH:11]=[N:12][CH:13]=[CH:14][CH:15]=2)[CH:3]=1.[N+:16]([C:19]1[CH:24]=[CH:23][CH:22]=[CH:21][C:20]=1[NH2:25])([O-:18])=[O:17].CC1(C)C2C(=C(P(C3C=CC=CC=3)C3C=CC=CC=3)C=CC=2)OC2C(P(C3C=CC=CC=3)C3C=CC=CC=3)=CC=CC1=2.C([O-])([O-])=O.[Cs+].[Cs+]. Product: [N+:16]([C:19]1[CH:24]=[CH:23][CH:22]=[CH:21][C:20]=1[NH:25][C:2]1[CH:3]=[C:4]([NH:8][CH2:9][C:10]2[CH:11]=[N:12][CH:13]=[CH:14][CH:15]=2)[N:5]=[CH:6][N:7]=1)([O-:18])=[O:17]. (2) The catalyst class is: 2. Product: [F:1][C:2]1[C:3]2[N:15]=[C:25]([C@@H:24]([NH2:23])[CH3:28])[N:8]([C:9]3[CH:14]=[CH:13][CH:12]=[CH:11][CH:10]=3)[C:4]=2[CH:5]=[CH:6][CH:7]=1. Reactant: [F:1][C:2]1[CH:7]=[CH:6][CH:5]=[C:4]([NH:8][C:9]2[CH:14]=[CH:13][CH:12]=[CH:11][CH:10]=2)[C:3]=1[NH2:15].C(OC([NH:23][C@@H:24]([CH3:28])[C:25](O)=O)=O)(C)(C)C.C1C=NC2N(O)N=NC=2C=1.Cl.CN(C)CCCN=C=NCC.CN1CCOCC1.